Dataset: Reaction yield outcomes from USPTO patents with 853,638 reactions. Task: Predict the reaction yield, written as a fraction of the theoretical maximum amount of product (1.0 means a 100% yield; for example, 0.34 means a 34% yield). The reactants are C([NH:4][C:5]1[S:6][CH:7]=[C:8]([CH2:10][CH2:11][C:12]2[CH:17]=[CH:16][C:15]([CH2:18][C:19]([OH:21])=[O:20])=[CH:14][CH:13]=2)[N:9]=1)(=O)C.[CH:22](C1N=C(NC(=O)C)SC=1)=O.Cl. The catalyst is C(O)(=O)C. The product is [CH3:22][O:21][C:19](=[O:20])[CH2:18][C:15]1[CH:14]=[CH:13][C:12]([CH2:11][CH2:10][C:8]2[N:9]=[C:5]([NH2:4])[S:6][CH:7]=2)=[CH:17][CH:16]=1. The yield is 0.980.